From a dataset of Reaction yield outcomes from USPTO patents with 853,638 reactions. Predict the reaction yield, written as a fraction of the theoretical maximum amount of product (1.0 means a 100% yield; for example, 0.34 means a 34% yield). (1) The reactants are [C:1]([O:4][C@H:5]([CH3:22])[CH2:6][CH2:7][CH2:8][CH2:9][N:10]1[C:19](=[O:20])[C:18]2[NH:17][CH:16]=[N:15][C:14]=2[N:13]([CH3:21])[C:11]1=[O:12])(=[O:3])[CH3:2].C([O-])(=O)C.[Na+].[Br:28]Br. The catalyst is C(O)(=O)C. The product is [C:1]([O:4][C@H:5]([CH3:22])[CH2:6][CH2:7][CH2:8][CH2:9][N:10]1[C:19](=[O:20])[C:18]2[NH:17][C:16]([Br:28])=[N:15][C:14]=2[N:13]([CH3:21])[C:11]1=[O:12])(=[O:3])[CH3:2]. The yield is 0.750. (2) The reactants are Cl[C:2]1[C:11]2[C:6](=[CH:7][C:8]([O:16][CH3:17])=[C:9]([C:12]([O:14][CH3:15])=[O:13])[CH:10]=2)[N:5]=[CH:4][CH:3]=1.[OH:18][C:19]1[CH:20]=[C:21]2[C:25](=[CH:26][CH:27]=1)[NH:24][CH:23]=[CH:22]2.C(N(C(C)C)CC)(C)C. The catalyst is CN1CCCC1=O. The product is [CH3:15][O:14][C:12]([C:9]1[CH:10]=[C:11]2[C:6](=[CH:7][C:8]=1[O:16][CH3:17])[N:5]=[CH:4][CH:3]=[C:2]2[O:18][C:19]1[CH:20]=[C:21]2[C:25](=[CH:26][CH:27]=1)[NH:24][CH:23]=[CH:22]2)=[O:13]. The yield is 0.298. (3) The reactants are [NH:1]([C:3]([C:5]1[CH:6]=[C:7]([S:11]([NH:14][CH3:15])(=[O:13])=[O:12])[CH:8]=[CH:9][CH:10]=1)=[O:4])[NH2:2].[Cl:16][C:17]1[CH:18]=[CH:19][C:20]([OH:26])=[C:21]([C:23](=O)[CH3:24])[CH:22]=1. The catalyst is CO.C(O)(=O)C. The product is [Cl:16][C:17]1[CH:18]=[CH:19][C:20]([OH:26])=[C:21](/[C:23](=[N:2]/[NH:1][C:3]([C:5]2[CH:6]=[C:7]([S:11]([NH:14][CH3:15])(=[O:13])=[O:12])[CH:8]=[CH:9][CH:10]=2)=[O:4])/[CH3:24])[CH:22]=1. The yield is 0.368. (4) The reactants are C(OC([NH:8][C:9]1[S:13][C:12]([C:14]2[C:19]([F:20])=[CH:18][CH:17]=[CH:16][C:15]=2[F:21])=[N:11][C:10]=1[C:22]([NH:24][C:25]1[C:26]([N:35]2[CH2:40][CH2:39][CH2:38][C@H:37]([NH:41]C(=O)OC(C)(C)C)[CH2:36]2)=[C:27]2[CH2:33][CH2:32][C:31](=[O:34])[C:28]2=[N:29][CH:30]=1)=[O:23])=O)(C)(C)C.C(O)(C(F)(F)F)=O. The catalyst is C(Cl)Cl. The product is [NH2:8][C:9]1[S:13][C:12]([C:14]2[C:19]([F:20])=[CH:18][CH:17]=[CH:16][C:15]=2[F:21])=[N:11][C:10]=1[C:22]([NH:24][C:25]1[C:26]([N:35]2[CH2:40][CH2:39][CH2:38][C@H:37]([NH2:41])[CH2:36]2)=[C:27]2[CH2:33][CH2:32][C:31](=[O:34])[C:28]2=[N:29][CH:30]=1)=[O:23]. The yield is 0.920. (5) The reactants are [CH2:1]([O:3][C:4]1[CH:12]=[CH:11][C:7]([C:8]([OH:10])=O)=[CH:6][C:5]=1[C:13]([F:16])([F:15])[F:14])[CH3:2].C1C=CC2N(O)N=NC=2C=1.CCN=C=NCCCN(C)C.O[N:39]=[C:40]([C:42]1[C:43]2[CH2:44][CH2:45][CH:46]([OH:51])[C:47]=2[CH:48]=[CH:49][CH:50]=1)[NH2:41].[Na+].[Cl-]. The catalyst is CN(C=O)C. The product is [CH2:1]([O:3][C:4]1[CH:12]=[CH:11][C:7]([C:8]2[O:10][N:41]=[C:40]([C:42]3[CH:50]=[CH:49][CH:48]=[C:47]4[C:43]=3[CH2:44][CH2:45][CH:46]4[OH:51])[N:39]=2)=[CH:6][C:5]=1[C:13]([F:16])([F:15])[F:14])[CH3:2]. The yield is 0.510. (6) The reactants are [C:1]1([S:7](Cl)(=[O:9])=[O:8])[CH:6]=[CH:5][CH:4]=[CH:3][CH:2]=1.[NH2:11][C:12]1[CH:13]=[C:14]([N:21]([CH3:34])[CH2:22][CH2:23][CH2:24][N:25]([CH3:33])[C:26](=[O:32])[O:27][C:28]([CH3:31])([CH3:30])[CH3:29])[C:15]2[O:19][CH:18]=[CH:17][C:16]=2[CH:20]=1.N1C=CC=CC=1. The product is [CH3:33][N:25]([CH2:24][CH2:23][CH2:22][N:21]([CH3:34])[C:14]1[C:15]2[O:19][CH:18]=[CH:17][C:16]=2[CH:20]=[C:12]([NH:11][S:7]([C:1]2[CH:6]=[CH:5][CH:4]=[CH:3][CH:2]=2)(=[O:9])=[O:8])[CH:13]=1)[C:26](=[O:32])[O:27][C:28]([CH3:30])([CH3:31])[CH3:29]. The catalyst is C(Cl)Cl. The yield is 0.430. (7) The reactants are [CH3:1][O:2][C:3]1[CH:44]=[CH:43][C:6]([CH2:7][N:8]2[CH:12]=[C:11]([C:13]3[C:21]4[C:16](=[N:17][CH:18]=[C:19]([C:22]5[CH:23]=[C:24]([NH:28][S:29]([CH3:32])(=[O:31])=[O:30])[CH:25]=[CH:26][CH:27]=5)[CH:20]=4)[N:15](S(C4C=CC(C)=CC=4)(=O)=O)[CH:14]=3)[CH:10]=[N:9]2)=[CH:5][CH:4]=1.[OH-].[Li+]. The catalyst is C1COCC1.O.CO. The product is [CH3:1][O:2][C:3]1[CH:4]=[CH:5][C:6]([CH2:7][N:8]2[CH:12]=[C:11]([C:13]3[C:21]4[C:16](=[N:17][CH:18]=[C:19]([C:22]5[CH:23]=[C:24]([NH:28][S:29]([CH3:32])(=[O:30])=[O:31])[CH:25]=[CH:26][CH:27]=5)[CH:20]=4)[NH:15][CH:14]=3)[CH:10]=[N:9]2)=[CH:43][CH:44]=1. The yield is 0.0957. (8) The reactants are C[C:2]1[C:3]([CH:8]2[CH:13](C)[CH2:12][CH2:11][CH:10]([C:15]3[CH:20]=[CH:19][CH:18]=[CH:17][N:16]=3)[N:9]2[CH2:21][CH:22]2[CH2:25][N:24](S(C3C=CC=CC=3[N+]([O-])=O)(=O)=O)[CH2:23]2)=[N:4][CH:5]=[CH:6][CH:7]=1.C1(S)C=CC=CC=1.C([O-])([O-])=O.[K+].[K+]. The catalyst is CC#N. The product is [NH:24]1[CH2:23][CH:22]([CH2:21][N:9]2[CH:10]([C:15]3[CH:20]=[CH:19][CH:18]=[CH:17][N:16]=3)[CH2:11][CH2:12][CH2:13][CH:8]2[C:3]2[CH:2]=[CH:7][CH:6]=[CH:5][N:4]=2)[CH2:25]1. The yield is 0.800.